Dataset: Forward reaction prediction with 1.9M reactions from USPTO patents (1976-2016). Task: Predict the product of the given reaction. Given the reactants [CH2:1]([C:3]1[N:4]=[CH:5][S:6][C:7]=1[CH2:8]O)[CH3:2].[Br:10]P(Br)Br, predict the reaction product. The product is: [Br:10][CH2:8][C:7]1[S:6][CH:5]=[N:4][C:3]=1[CH2:1][CH3:2].